From a dataset of Forward reaction prediction with 1.9M reactions from USPTO patents (1976-2016). Predict the product of the given reaction. (1) Given the reactants [CH3:1][C:2]1[C:6]2[CH:7]=[CH:8][CH:9]=[CH:10][C:5]=2[O:4][C:3]=1[CH2:11]O.S(Cl)([Cl:15])=O, predict the reaction product. The product is: [Cl:15][CH2:11][C:3]1[O:4][C:5]2[CH:10]=[CH:9][CH:8]=[CH:7][C:6]=2[C:2]=1[CH3:1]. (2) Given the reactants [Cl:1][C:2]1[CH:9]=[CH:8][CH:7]=[CH:6][C:3]=1[CH2:4][NH2:5].[C:10](Cl)(Cl)=[S:11].C(N(C(C)C)C(C)C)C, predict the reaction product. The product is: [Cl:1][C:2]1[CH:9]=[CH:8][CH:7]=[CH:6][C:3]=1[CH2:4][N:5]=[C:10]=[S:11].